From a dataset of Forward reaction prediction with 1.9M reactions from USPTO patents (1976-2016). Predict the product of the given reaction. (1) Given the reactants Cl[C@H]1CCNC1=O.[NH2:8][CH2:9][CH2:10][C@H:11](Cl)[C:12]([OH:14])=[O:13].[OH-].[Na+].O.O.O.O.O.O.O.O.[OH-].[Ba+2].[OH-].N1CC[C@@H]1C(O)=O.C(=O)([O-])[O-].[Na+].[Na+].[C:42](O[C:42]([O:44][C:45]([CH3:48])([CH3:47])[CH3:46])=[O:43])([O:44][C:45]([CH3:48])([CH3:47])[CH3:46])=[O:43], predict the reaction product. The product is: [C:45]([O:44][C:42]([N:8]1[CH2:9][CH2:10][C@@H:11]1[C:12]([OH:14])=[O:13])=[O:43])([CH3:48])([CH3:47])[CH3:46]. (2) Given the reactants Cl.[C:2]([O:5][C:6]1[CH:7]=[C:8]([CH:23]=[CH:24][C:25]=1[CH3:26])[NH:9][C:10]1[C:19]2[C:14](=[CH:15][C:16]([OH:22])=[C:17]([O:20][CH3:21])[CH:18]=2)[N:13]=[CH:12][N:11]=1)(=[O:4])[CH3:3].Cl.Cl[CH2:29][C:30]1[CH:35]=[CH:34][CH:33]=[CH:32][N:31]=1, predict the reaction product. The product is: [C:2]([O:5][C:6]1[CH:7]=[C:8]([CH:23]=[CH:24][C:25]=1[CH3:26])[NH:9][C:10]1[C:19]2[C:14](=[CH:15][C:16]([O:22][CH2:29][C:30]3[CH:35]=[CH:34][CH:33]=[CH:32][N:31]=3)=[C:17]([O:20][CH3:21])[CH:18]=2)[N:13]=[CH:12][N:11]=1)(=[O:4])[CH3:3].